From a dataset of Reaction yield outcomes from USPTO patents with 853,638 reactions. Predict the reaction yield, written as a fraction of the theoretical maximum amount of product (1.0 means a 100% yield; for example, 0.34 means a 34% yield). (1) The reactants are C([O:3][C:4]([C:6]1[CH:7]=[C:8]([NH:12][C:13]([C:15]2[C:24]3[O:23][CH2:22][CH2:21][O:20][C:19]=3[C:18]([O:25][CH3:26])=[CH:17][CH:16]=2)=[O:14])[CH:9]=[CH:10][CH:11]=1)=[O:5])C.[OH-].[Na+].O.O.Cl. The catalyst is C(O)C. The product is [C:4]([C:6]1[CH:7]=[C:8]([NH:12][C:13]([C:15]2[C:24]3[O:23][CH2:22][CH2:21][O:20][C:19]=3[C:18]([O:25][CH3:26])=[CH:17][CH:16]=2)=[O:14])[CH:9]=[CH:10][CH:11]=1)([OH:5])=[O:3]. The yield is 0.800. (2) The catalyst is O1CCCC1. The yield is 0.970. The product is [F:30][C:14]1[CH:13]=[C:12]([N:11]2[CH2:38][C@H:37]([CH2:36][OH:40])[O:8][C:9]2=[O:10])[CH:17]=[CH:16][C:15]=1[N:18]1[CH2:19][CH:20]2[CH2:29][C:24]3([CH2:23][CH:21]2[CH2:22]1)[O:25][CH2:26][CH2:27][O:28]3. The reactants are C([O:8][C:9]([NH:11][C:12]1[CH:17]=[CH:16][C:15]([N:18]2[CH2:22][CH:21]3[CH2:23][C:24]4([CH2:29][CH:20]3[CH2:19]2)[O:28][CH2:27][CH2:26][O:25]4)=[C:14]([F:30])[CH:13]=1)=[O:10])C1C=CC=CC=1.C([Li])CCC.[C:36](OC[C@@H]1OC1)(=[O:40])[CH2:37][CH2:38]C. (3) The reactants are C[Si](C)(C)[C:3]1[CH:8]=[CH:7][C:6]([C:9]2[CH:14]=[CH:13][C:12]([C:15]3[CH:20]=[CH:19][C:18]([CH2:21][CH2:22][CH3:23])=[CH:17][CH:16]=3)=[CH:11][C:10]=2[F:24])=[C:5]([F:25])[C:4]=1[F:26].[I:29]Cl. The catalyst is C(#N)C. The product is [F:25][C:5]1[C:4]([F:26])=[C:3]([I:29])[CH:8]=[CH:7][C:6]=1[C:9]1[CH:14]=[CH:13][C:12]([C:15]2[CH:20]=[CH:19][C:18]([CH2:21][CH2:22][CH3:23])=[CH:17][CH:16]=2)=[CH:11][C:10]=1[F:24]. The yield is 0.540. (4) The reactants are [Cl:1][C:2]1[CH:3]=[C:4]([O:10]C)[CH:5]=[C:6]([CH:9]=1)[C:7]#[N:8].[Li+].[I-]. The catalyst is N1C(C)=CC(C)=CC=1C. The product is [Cl:1][C:2]1[CH:9]=[C:6]([CH:5]=[C:4]([OH:10])[CH:3]=1)[C:7]#[N:8]. The yield is 0.940. (5) The reactants are Cl[C:2]1[N:6]2[CH:7]=[C:8]([F:11])[CH:9]=[CH:10][C:5]2=[N:4][N:3]=1.[OH:12][C@H:13]1[CH2:17][CH2:16][NH:15][CH2:14]1.N. The catalyst is CN1C(=O)CCC1.CO.C(Cl)Cl. The product is [F:11][C:8]1[CH:9]=[CH:10][C:5]2[N:6]([C:2]([N:15]3[CH2:16][CH2:17][C@H:13]([OH:12])[CH2:14]3)=[N:3][N:4]=2)[CH:7]=1. The yield is 0.380.